From a dataset of Full USPTO retrosynthesis dataset with 1.9M reactions from patents (1976-2016). Predict the reactants needed to synthesize the given product. (1) The reactants are: [C@@H]1(N2C=C(C)C(=O)NC2=O)O[C@H](CO)[C@@H](O)C1.COC1C(OC)=C(C=CC=1)C(Cl)(C1C=CC=CC=1)C1C=CC=CC=1.COC1C=CC(C([O:63][C@@H:64]2[C@@H:68]([CH2:69][O:70][C:71]([C:88]3[CH:93]=[CH:92][CH:91]=[CH:90][CH:89]=3)([C:80]3[CH:85]=[CH:84][C:83]([O:86][CH3:87])=[CH:82][CH:81]=3)[C:72]3[CH:77]=[CH:76][C:75]([O:78][CH3:79])=[CH:74][CH:73]=3)[O:67][C@@H:66]([N:94]3[CH:102]=[C:100]([CH3:101])[C:98](=[O:99])[NH:97][C:95]3=[O:96])[CH2:65]2)(C2C=CC=CC=2)C2C=CC(OC)=CC=2)=CC=1. Given the product [CH3:79][O:78][C:75]1[CH:76]=[CH:77][C:72]([C:71]([O:70][CH2:69][C@H:68]2[O:67][C@@H:66]([N:94]3[CH:102]=[C:100]([CH3:101])[C:98](=[O:99])[NH:97][C:95]3=[O:96])[CH2:65][C@@H:64]2[OH:63])([C:88]2[CH:89]=[CH:90][CH:91]=[CH:92][CH:93]=2)[C:80]2[CH:85]=[CH:84][C:83]([O:86][CH3:87])=[CH:82][CH:81]=2)=[CH:73][CH:74]=1, predict the reactants needed to synthesize it. (2) Given the product [N:13]1[CH:14]=[CH:15][CH:16]=[C:11]([C:9]2[S:10][C:6]([C:3]3[CH:4]=[CH:5][N:1]([C:22]4[N:27]=[CH:26][CH:25]=[CH:24][N:23]=4)[N:2]=3)=[C:7]([C:17]([F:19])([F:18])[F:20])[N:8]=2)[CH:12]=1, predict the reactants needed to synthesize it. The reactants are: [NH:1]1[CH:5]=[CH:4][C:3]([C:6]2[S:10][C:9]([C:11]3[CH:12]=[N:13][CH:14]=[CH:15][CH:16]=3)=[N:8][C:7]=2[C:17]([F:20])([F:19])[F:18])=[N:2]1.Cl[C:22]1[N:27]=[CH:26][CH:25]=[CH:24][N:23]=1.[H-].[Na+]. (3) Given the product [Cl:1][C:2]1[CH:12]=[C:11]([Cl:13])[C:10]([NH:14][C:15]2[C:20]([F:21])=[CH:19][C:18]([F:22])=[CH:17][C:16]=2[Cl:23])=[CH:9][C:3]=1[C:4]([OH:6])=[O:5], predict the reactants needed to synthesize it. The reactants are: [Cl:1][C:2]1[CH:12]=[C:11]([Cl:13])[C:10]([NH:14][C:15]2[C:20]([F:21])=[CH:19][C:18]([F:22])=[CH:17][C:16]=2[Cl:23])=[CH:9][C:3]=1[C:4]([O:6]CC)=[O:5].S(=O)(=O)(O)O. (4) Given the product [NH2:1][C:4]1[CH:5]=[C:6]([CH:10]=[CH:11][CH:12]=1)[C:7]([NH:28][CH2:27][CH:23]1[CH2:24][CH2:25][CH2:26][N:22]1[CH2:20][CH3:21])=[O:8], predict the reactants needed to synthesize it. The reactants are: [N+:1]([C:4]1[CH:5]=[C:6]([CH:10]=[CH:11][CH:12]=1)[C:7](Cl)=[O:8])([O-])=O.C(NC(C)C)(C)C.[CH2:20]([N:22]1[CH2:26][CH2:25][CH2:24][CH:23]1[CH2:27][NH2:28])[CH3:21]. (5) Given the product [N:29]([C:21]1[CH:22]=[CH:23][C:27]([C:5]([NH2:7])=[O:6])=[CH:28][C:20]=1[O:19][CH3:16])=[C:30]=[S:31], predict the reactants needed to synthesize it. The reactants are: NC1C=C(C=CC=1OC(F)(F)F)[C:5]([NH2:7])=[O:6].[CH:16]([O:19][C:20]1[CH:28]=[CH:27][C:23](C(N)=O)=[CH:22][C:21]=1[N:29]=[C:30]=[S:31])(C)C. (6) Given the product [CH:1]1([C:4]2[CH:5]=[N:6][N:7]([CH3:17])[C:8]=2[C:9]2[CH:10]=[C:11]([C:14]([NH:18][C@@H:19]([CH2:32][C:33]3[CH:38]=[CH:37][CH:36]=[CH:35][C:34]=3[C:39]([F:42])([F:40])[F:41])[CH2:20][N:21]3[C:29](=[O:30])[C:28]4[C:23](=[CH:24][CH:25]=[CH:26][CH:27]=4)[C:22]3=[O:31])=[O:16])[S:12][CH:13]=2)[CH2:2][CH2:3]1, predict the reactants needed to synthesize it. The reactants are: [CH:1]1([C:4]2[CH:5]=[N:6][N:7]([CH3:17])[C:8]=2[C:9]2[CH:10]=[C:11]([C:14]([OH:16])=O)[S:12][CH:13]=2)[CH2:3][CH2:2]1.[NH2:18][C@@H:19]([CH2:32][C:33]1[CH:38]=[CH:37][CH:36]=[CH:35][C:34]=1[C:39]([F:42])([F:41])[F:40])[CH2:20][N:21]1[C:29](=[O:30])[C:28]2[C:23](=[CH:24][CH:25]=[CH:26][CH:27]=2)[C:22]1=[O:31].C1CN([P+](Br)(N2CCCC2)N2CCCC2)CC1.F[P-](F)(F)(F)(F)F.CCN(C(C)C)C(C)C.